From a dataset of Reaction yield outcomes from USPTO patents with 853,638 reactions. Predict the reaction yield, written as a fraction of the theoretical maximum amount of product (1.0 means a 100% yield; for example, 0.34 means a 34% yield). (1) The reactants are Cl.[Cl:2][C:3]1[N:4]=[C:5]([C:10]([NH:12][C@H:13]2[CH2:18][CH2:17][NH:16][CH2:15][C@H:14]2[O:19][CH2:20][CH3:21])=[O:11])[NH:6][C:7]=1[CH2:8][CH3:9].[NH:22]([C:29](=[O:33])[C:30](O)=[O:31])[C:23]1[CH:28]=[CH:27][CH:26]=[CH:25][CH:24]=1. The catalyst is CN(C=O)C. The product is [NH:22]([C:29](=[O:33])[C:30]([N:16]1[CH2:17][CH2:18][C@H:13]([NH:12][C:10]([C:5]2[NH:6][C:7]([CH2:8][CH3:9])=[C:3]([Cl:2])[N:4]=2)=[O:11])[C@H:14]([O:19][CH2:20][CH3:21])[CH2:15]1)=[O:31])[C:23]1[CH:28]=[CH:27][CH:26]=[CH:25][CH:24]=1. The yield is 0.480. (2) The reactants are [C:1]([O:5][C:6]([N:8]1[CH2:12][CH2:11][C:10](=[O:13])[CH2:9]1)=[O:7])([CH3:4])([CH3:3])[CH3:2].[P:14]([O-:21])([O:18][CH2:19][CH3:20])[O:15][CH2:16][CH3:17]. No catalyst specified. The product is [C:1]([O:5][C:6]([N:8]1[CH2:12][CH2:11][C:10]([P:14](=[O:21])([O:18][CH2:19][CH3:20])[O:15][CH2:16][CH3:17])([OH:13])[CH2:9]1)=[O:7])([CH3:4])([CH3:2])[CH3:3]. The yield is 0.530. (3) The reactants are [CH3:1][N:2]1[CH:6]=[C:5]([C:7]2[S:15][C:14]3[C:9](=[N:10][CH:11]=[CH:12][C:13]=3[O:16][C:17]3[CH:22]=[CH:21][C:20]([NH2:23])=[CH:19][CH:18]=3)[CH:8]=2)[N:4]=[CH:3]1.[C:24]1([CH2:30][C:31]([N:33]=[C:34]=[S:35])=[O:32])[CH:29]=[CH:28][CH:27]=[CH:26][CH:25]=1. The catalyst is C1COCC1. The product is [CH3:1][N:2]1[CH:6]=[C:5]([C:7]2[S:15][C:14]3[C:9](=[N:10][CH:11]=[CH:12][C:13]=3[O:16][C:17]3[CH:22]=[CH:21][C:20]([NH:23][C:34]([NH:33][C:31](=[O:32])[CH2:30][C:24]4[CH:25]=[CH:26][CH:27]=[CH:28][CH:29]=4)=[S:35])=[CH:19][CH:18]=3)[CH:8]=2)[N:4]=[CH:3]1. The yield is 0.150.